Task: Predict the reactants needed to synthesize the given product.. Dataset: Full USPTO retrosynthesis dataset with 1.9M reactions from patents (1976-2016) (1) Given the product [Br:1][C:2]1[N:6]([S:17]([C:11]2[CH:16]=[CH:15][CH:14]=[CH:13][CH:12]=2)(=[O:19])=[O:18])[CH:5]=[C:4]([CH:7]=[O:8])[CH:3]=1, predict the reactants needed to synthesize it. The reactants are: [Br:1][C:2]1[NH:6][CH:5]=[C:4]([CH:7]=[O:8])[CH:3]=1.[H-].[Na+].[C:11]1([S:17](Cl)(=[O:19])=[O:18])[CH:16]=[CH:15][CH:14]=[CH:13][CH:12]=1. (2) Given the product [I-:12].[CH3:10][N:6]1[CH:7]=[CH:8][CH:9]=[C:5]1[CH2:4][N+:2]([CH3:13])([CH3:3])[CH3:1], predict the reactants needed to synthesize it. The reactants are: [CH3:1][N:2]([CH2:4][C:5]1[N:6]([CH3:10])[CH:7]=[CH:8][CH:9]=1)[CH3:3].C[I:12].[C:13](OCC)(=O)C. (3) The reactants are: [F:1][C:2]1[CH:3]=[C:4]([CH:17]=[C:18]([F:20])[CH:19]=1)[CH2:5][O:6][C:7]1[CH:8]=[C:9]2[C:13](=[CH:14][CH:15]=1)[NH:12][N:11]=[C:10]2[NH2:16].[Cl:21][CH2:22][C:23]1[CH:24]=[C:25]([CH:29]=[CH:30][CH:31]=1)[C:26](Cl)=[O:27].O. Given the product [Cl:21][CH2:22][C:23]1[CH:24]=[C:25]([CH:29]=[CH:30][CH:31]=1)[C:26]([NH:16][C:10]1[C:9]2[C:13](=[CH:14][CH:15]=[C:7]([O:6][CH2:5][C:4]3[CH:17]=[C:18]([F:20])[CH:19]=[C:2]([F:1])[CH:3]=3)[CH:8]=2)[NH:12][N:11]=1)=[O:27], predict the reactants needed to synthesize it. (4) Given the product [F:27][C:4]1[CH:3]=[C:2]([C:35]2[CH:36]=[C:37]3[C:32]([CH:31]=[CH:30][CH:29]=[N:28]3)=[CH:33][CH:34]=2)[CH:7]=[CH:6][C:5]=1[N:8]1[C:12]([CH2:13][CH:14]2[CH2:15][N:16]([C:18](=[O:21])[CH2:19][CH3:20])[CH2:17]2)=[N:11][NH:10][C:9]1=[O:26], predict the reactants needed to synthesize it. The reactants are: Br[C:2]1[CH:7]=[CH:6][C:5]([N:8]2[C:12]([CH2:13][CH:14]3[CH2:17][N:16]([C:18](=[O:21])[CH2:19][CH3:20])[CH2:15]3)=[N:11][N:10](C(=O)CC)[C:9]2=[O:26])=[C:4]([F:27])[CH:3]=1.[N:28]1[C:37]2[C:32](=[CH:33][CH:34]=[C:35](B(O)O)[CH:36]=2)[CH:31]=[CH:30][CH:29]=1.C(O)C.